This data is from Forward reaction prediction with 1.9M reactions from USPTO patents (1976-2016). The task is: Predict the product of the given reaction. (1) The product is: [Cl:33][C:34]1[CH:39]=[CH:38][C:37]([C:40]2[N:41]=[C:42]3[CH:47]=[CH:46][CH:45]=[CH:44][N:43]3[C:48]=2[CH2:49][C:50]2[CH:55]=[N:54][CH:53]=[C:52]([NH:59][NH:58][CH3:57])[N:51]=2)=[CH:36][CH:35]=1. Given the reactants ClC1C=CC2N(C(CNC3N=C(N4CCC(C)(O)CC4)C=CN=3)=C(C3C=CC=CC=3)N=2)C=1.[Cl:33][C:34]1[CH:39]=[CH:38][C:37]([C:40]2[N:41]=[C:42]3[CH:47]=[CH:46][CH:45]=[CH:44][N:43]3[C:48]=2[CH2:49][C:50]2[CH:55]=[N:54][CH:53]=[C:52](Cl)[N:51]=2)=[CH:36][CH:35]=1.[CH3:57][NH:58][NH2:59], predict the reaction product. (2) Given the reactants [ClH:1].C([S:5][CH:6]1[CH2:11][CH2:10][N:9]([CH:12]([C:18]2[CH:23]=[CH:22][CH:21]=[CH:20][C:19]=2[F:24])[C:13]([CH:15]2[CH2:17][CH2:16]2)=[O:14])[CH2:8]/[C:7]/1=[CH:25]\[C:26]1[N:30]([CH2:31][C:32]([O:34][CH3:35])=[O:33])[N:29]=[N:28][CH:27]=1)(=O)C.C(=O)([O-])[O-].[K+].[K+].C(#N)C, predict the reaction product. The product is: [ClH:1].[CH:15]1([C:13](=[O:14])[CH:12]([N:9]2[CH2:10][CH2:11][CH:6]([SH:5])/[C:7](=[CH:25]/[C:26]3[N:30]([CH2:31][C:32]([O:34][CH3:35])=[O:33])[N:29]=[N:28][CH:27]=3)/[CH2:8]2)[C:18]2[CH:23]=[CH:22][CH:21]=[CH:20][C:19]=2[F:24])[CH2:17][CH2:16]1. (3) Given the reactants [CH3:1][O-:2].[Na+].Br[C:5]1[CH:6]=[C:7]2[C:11](=[CH:12][CH:13]=1)[N:10]([CH2:14][CH2:15][CH2:16][C:17]([N:19]([CH2:21][C:22]1[CH:27]=[C:26]([F:28])[CH:25]=[CH:24][C:23]=1[O:29][CH3:30])[CH3:20])=[O:18])[CH:9]=[CH:8]2, predict the reaction product. The product is: [F:28][C:26]1[CH:25]=[CH:24][C:23]([O:29][CH3:30])=[C:22]([CH:27]=1)[CH2:21][N:19]([CH3:20])[C:17](=[O:18])[CH2:16][CH2:15][CH2:14][N:10]1[C:11]2[C:7](=[CH:6][C:5]([O:2][CH3:1])=[CH:13][CH:12]=2)[CH:8]=[CH:9]1. (4) Given the reactants [F:1][CH:2]([F:20])[C:3]1[N:4]([C:9]2[C:18]3[C:13](=[CH:14][CH:15]=[CH:16][CH:17]=3)[C:12]([CH3:19])=[CH:11][CH:10]=2)[C:5]([SH:8])=[N:6][N:7]=1.C([O-])([O-])=O.[K+].[K+].C[CH2:28][C:29]([NH:31][C:32]1[CH:37]=[CH:36][C:35]([S:38](=[O:41])(=[O:40])[NH2:39])=[CH:34][C:33]=1[CH3:42])=[O:30].O, predict the reaction product. The product is: [F:20][CH:2]([F:1])[C:3]1[N:4]([C:9]2[C:18]3[C:13](=[CH:14][CH:15]=[CH:16][CH:17]=3)[C:12]([CH3:19])=[CH:11][CH:10]=2)[C:5]([S:8][CH2:28][C:29]([NH:31][C:32]2[CH:37]=[CH:36][C:35]([S:38](=[O:41])(=[O:40])[NH2:39])=[CH:34][C:33]=2[CH3:42])=[O:30])=[N:6][N:7]=1. (5) Given the reactants [Br:1][C:2]1[CH:3]=[C:4]([CH:9]=[C:10]([N+:13]([O-])=O)[C:11]=1[OH:12])[C:5]([O:7][CH3:8])=[O:6].[Sn](Cl)Cl.O, predict the reaction product. The product is: [NH2:13][C:10]1[CH:9]=[C:4]([CH:3]=[C:2]([Br:1])[C:11]=1[OH:12])[C:5]([O:7][CH3:8])=[O:6]. (6) Given the reactants [NH2:1][C:2]1[S:3][C:4]([I:11])=[C:5]([C:7]([F:10])([F:9])[F:8])[N:6]=1.[F:12][C:13]([F:28])([F:27])[C:14]1[CH:15]=[C:16]([CH:20]=[C:21]([C:23]([F:26])([F:25])[F:24])[CH:22]=1)[C:17](Cl)=[O:18].Cl, predict the reaction product. The product is: [I:11][C:4]1[S:3][C:2]([NH:1][C:17](=[O:18])[C:16]2[CH:20]=[C:21]([C:23]([F:24])([F:25])[F:26])[CH:22]=[C:14]([C:13]([F:12])([F:27])[F:28])[CH:15]=2)=[N:6][C:5]=1[C:7]([F:10])([F:8])[F:9]. (7) The product is: [Cl:8][C:6]1[CH:5]=[CH:4][C:3]([N+:9]([O-:11])=[O:10])=[C:2]([OH:12])[CH:7]=1. Given the reactants Cl[C:2]1[CH:7]=[C:6]([Cl:8])[CH:5]=[CH:4][C:3]=1[N+:9]([O-:11])=[O:10].[OH-:12].[Na+].Cl, predict the reaction product. (8) Given the reactants [F:1][C:2]([F:20])([F:19])[C:3]1[C:4]([N:9]2[CH2:14][CH:13]=[C:12]([C:15]([O:17]C)=[O:16])[CH2:11][CH2:10]2)=[N:5][CH:6]=[CH:7][CH:8]=1.[OH-].[Na+], predict the reaction product. The product is: [F:19][C:2]([F:1])([F:20])[C:3]1[C:4]([N:9]2[CH2:10][CH:11]=[C:12]([C:15]([OH:17])=[O:16])[CH2:13][CH2:14]2)=[N:5][CH:6]=[CH:7][CH:8]=1. (9) Given the reactants O=[C:2]1[CH2:10][C:9]2[C:4](=[CH:5]C=CC=2)[N:3]1C1CCN(C(OC(C)(C)C)=O)CC1.BrN1[C:29](=O)[CH2:28][CH2:27][C:26]1=[O:31].[C:32](#[N:34])C, predict the reaction product. The product is: [O:31]1[CH2:26][CH2:27][CH:28]([N:34]2[CH2:5][CH:4]3[NH:3][CH:2]([CH2:10][CH2:9]3)[CH2:32]2)[CH2:29]1.